From a dataset of Forward reaction prediction with 1.9M reactions from USPTO patents (1976-2016). Predict the product of the given reaction. (1) Given the reactants [OH:1][CH2:2][C@:3]1([CH3:18])[CH2:7][CH2:6][CH2:5][N:4]1[C:8]([O:10][CH2:11][C:12]1[CH:17]=[CH:16][CH:15]=[CH:14][CH:13]=1)=[O:9].N1C=CC=CC=1.CC(OI1(OC(C)=O)(OC(C)=O)OC(=O)C2C=CC=CC1=2)=O.S([O-])([O-])(=O)=S.[Na+].[Na+], predict the reaction product. The product is: [CH:2]([C@:3]1([CH3:18])[CH2:7][CH2:6][CH2:5][N:4]1[C:8]([O:10][CH2:11][C:12]1[CH:17]=[CH:16][CH:15]=[CH:14][CH:13]=1)=[O:9])=[O:1]. (2) Given the reactants [CH3:1][N:2]1[CH2:15][CH2:14][C:5]2[NH:6][C:7]3[CH:8]=[CH:9][C:10]([CH3:13])=[CH:11][C:12]=3[C:4]=2[CH2:3]1.N1CCC[C@H]1C(O)=O.P([O-])([O-])([O-])=O.[K+].[K+].[K+].Br[CH:33]=[C:34]([C:36]1[CH:37]=[N:38][CH:39]=[CH:40][CH:41]=1)[CH3:35], predict the reaction product. The product is: [CH3:1][N:2]1[CH2:15][CH2:14][C:5]2[N:6](/[CH:33]=[C:34](/[C:36]3[CH:37]=[N:38][CH:39]=[CH:40][CH:41]=3)\[CH3:35])[C:7]3[CH:8]=[CH:9][C:10]([CH3:13])=[CH:11][C:12]=3[C:4]=2[CH2:3]1. (3) The product is: [C:16]([O:15][CH2:12][CH2:13][C:2]1[C:1]([NH:11][C:4](=[O:5])[CH:3]=1)=[O:7])(=[O:18])[CH3:17]. Given the reactants [C:1]1(=[O:7])O[C:4](=[O:5])[CH:3]=[CH:2]1.C(C[NH2:11])O.[C:12]([O:15][C:16](=[O:18])[CH3:17])(=O)[CH3:13].C([O-])(=O)C.[Na+].C([O-])([O-])=O.[K+].[K+], predict the reaction product. (4) Given the reactants [F:1][C:2]([F:52])([F:51])[C:3]1[CH:4]=[C:5]([CH:44]=[C:45]([C:47]([F:50])([F:49])[F:48])[CH:46]=1)[CH2:6][N:7]1[CH2:11][CH:10]([C:12]2[CH:17]=[C:16]([C:18]([F:21])([F:20])[F:19])[CH:15]=[CH:14][C:13]=2[C:22]2[CH:27]=[C:26]([CH:28]([CH3:30])[CH3:29])[C:25]([F:31])=[CH:24][C:23]=2[O:32][CH3:33])[N:9](CC2C=CC(OC)=CC=2)[C:8]1=[O:43], predict the reaction product. The product is: [F:51][C:2]([F:1])([F:52])[C:3]1[CH:4]=[C:5]([CH:44]=[C:45]([C:47]([F:49])([F:50])[F:48])[CH:46]=1)[CH2:6][N:7]1[CH2:11][CH:10]([C:12]2[CH:17]=[C:16]([C:18]([F:19])([F:20])[F:21])[CH:15]=[CH:14][C:13]=2[C:22]2[CH:27]=[C:26]([CH:28]([CH3:30])[CH3:29])[C:25]([F:31])=[CH:24][C:23]=2[O:32][CH3:33])[NH:9][C:8]1=[O:43].